From a dataset of HIV replication inhibition screening data with 41,000+ compounds from the AIDS Antiviral Screen. Binary Classification. Given a drug SMILES string, predict its activity (active/inactive) in a high-throughput screening assay against a specified biological target. (1) The molecule is COc1ccc(C2=Nn3c(nc4sc(-c5ccccc5)cc4c3=O)SC2)cc1. The result is 0 (inactive). (2) The compound is CCOC(=O)c1ccc(N=Nc2ccc(N(CCC#N)CCC#N)cc2C)cc1. The result is 0 (inactive). (3) The compound is O=c1c2cc(-c3ccccc3)sc2nc2n1N=C(c1ccc(Cl)cc1)CS2. The result is 0 (inactive).